Binary Classification. Given a miRNA mature sequence and a target amino acid sequence, predict their likelihood of interaction. From a dataset of Experimentally validated miRNA-target interactions with 360,000+ pairs, plus equal number of negative samples. (1) The miRNA is mmu-miR-30a-3p with sequence CUUUCAGUCGGAUGUUUGCAGC. The protein sequence of the target gene is MAVQPKDTLQLDSAAEVGFVRFFQGMPEKPTTTVRLFDRGDFYTAHREDALLAAREVFKTQGVVKYMGPAGAKTLESVVLSKMNFESFVKDLLLVRQYRVEVYKNRAGNKASKENDWYLAFKASPGNLSQFEDILFGNNDMSASIGVVGVKMSTVDGQRQVGVGYVDSTQRKLGLCEFPDNDQFSNLEALLIQIGPKECVMPGGETAGDMGKLRQVIQRGGILITERKRADFSTKDIYQDLNRLLKGKKGEQVNSAVLPEMENQVAVSSLSAVIKFLELLSDDSNFGQFELTTFDFSQYM.... Result: 0 (no interaction). (2) The miRNA is hsa-miR-4444 with sequence CUCGAGUUGGAAGAGGCG. The protein sequence of the target gene is MPECWDGEHDIETPYGLLHVVIRGSPKGNRPAILTYHDVGLNHKLCFNTFFNFEDMQEITKHFVVCHVDAPGQQVGASQFPQGYQFPSMEQLAAMLPSVVQHFGFKYVIGIGVGAGAYVLAKFALIFPDLVEGLVLVNIDPNGKGWIDWAATKLSGLTSTLPDTVLSHLFSQEELVNNTELVQSYRQQIGNVVNQANLQLFWNMYNSRRDLDINRPGTVPNAKTLRCPVMLVVGDNAPAEDGVVECNSKLDPTTTTFLKMADSGGLPQVTQPGKLTEAFKYFLQGMGYIAYLKDRRLSGG.... Result: 0 (no interaction). (3) The protein sequence of the target gene is MVEADRPGKLFIGGLNTETNEKALETVFGKYGRIVEVLLIKDRETNKSRGFAFVTFESPADAKDAARDMNGKSLDGKAIKVEQATKPSFERGRHGPPPPPRSRGPPRGFGAGRGGSGGTRGPPSRGGHMDDGGYSMNFNMSSSRGPLPVKRGPPPRSGGPSPKRSAPSGLVRSSSGMGGRAPLSRGRDSYGGPPRREPLPSRRDVYLSPRDDGYSTKDSYSSRDYPSSRDTRDYAPPPRDYTYRDYGHSSSRDDYPSRGYGDRDGYGRDRDYSDHPSGGSYRDSYESYGNSRSAPLTRGP.... The miRNA is hsa-miR-7850-5p with sequence GUUUGGACAUAGUGUGGCUGG. Result: 1 (interaction). (4) The miRNA is hsa-miR-6855-5p with sequence UUGGGGUUUGGGGUGCAGACAUUGC. The protein sequence of the target gene is MAHGSVTFRDVAIDFSQEEWEFLDPAQRDLYRDVMWENYSNFISLGPSISKPDVITLLDEERKEPGMVVREGTRRYCPDLESRYRTNTLSPEKDIYEIYSFQWDIMERIKSYSLQGSIFRNDWECKSKIEGEKEQQEGYFGQVKITSEKMTTYKRHNFLTEYQIVHNGEKVYECKECRKTFIRRSTLSQHLRIHTGEKPYKCKECGQAFRQRAHLIRHHKLHTGEKPYECKECGKAFTVLQELTQHQRLHTGEKPYECKECGKAFRVHQQLARHQRIHTGEKPYECKDCGKTFRQCTHLT.... Result: 1 (interaction). (5) The miRNA is hsa-miR-335-5p with sequence UCAAGAGCAAUAACGAAAAAUGU. The protein sequence of the target gene is MDVFKKGFSIAKEGVVGAVEKTKQGVTEAAEKTKEGVMYVGAKTKENVVQSVTSVAEKTKEQANAVSEAVVSSVNTVATKTVEEAENIAVTSGVVRKEDLRPSAPQQEGEASKEKEEVAEEAQSGGD. Result: 1 (interaction).